Dataset: Cav3 T-type calcium channel HTS with 100,875 compounds. Task: Binary Classification. Given a drug SMILES string, predict its activity (active/inactive) in a high-throughput screening assay against a specified biological target. The drug is s1c(nc(c1)C)c1c(n(nc1)c1ccccc1)NC(=O)c1ccccc1. The result is 0 (inactive).